This data is from Forward reaction prediction with 1.9M reactions from USPTO patents (1976-2016). The task is: Predict the product of the given reaction. (1) Given the reactants [CH2:1]([C@H:4]1[CH2:9][CH2:8][C@H:7]([C@H:10]2[CH2:15][CH2:14][C@H:13]([CH2:16][CH2:17][CH:18]=[O:19])[CH2:12][CH2:11]2)[CH2:6][CH2:5]1)[CH2:2][CH3:3].[H-].[Al+3].[Li+].[H-].[H-].[H-].[OH-].[Na+], predict the reaction product. The product is: [CH2:1]([C@H:4]1[CH2:9][CH2:8][C@H:7]([C@H:10]2[CH2:15][CH2:14][C@H:13]([CH2:16][CH2:17][CH2:18][OH:19])[CH2:12][CH2:11]2)[CH2:6][CH2:5]1)[CH2:2][CH3:3]. (2) Given the reactants [CH2:1]([S:3][C:4]1[CH:17]=[CH:16][C:7]([CH2:8][C:9]2[CH:14]=[CH:13][CH:12]=[CH:11][C:10]=2[OH:15])=[CH:6][CH:5]=1)[CH3:2].C(O[C@@H:22]1[O:39][C@H:38]([CH2:40][O:41]C(=O)C)[C@@H:33]([O:34]C(=O)C)[C@H:28]([O:29]C(=O)C)[C@H:23]1[O:24]C(=O)C)(=O)C.C(OCC)(=O)C, predict the reaction product. The product is: [O:15]([C:10]1[CH:11]=[CH:12][CH:13]=[CH:14][C:9]=1[CH2:8][C:7]1[CH:16]=[CH:17][C:4]([S:3][CH2:1][CH3:2])=[CH:5][CH:6]=1)[C@@H:22]1[O:39][C@H:38]([CH2:40][OH:41])[C@@H:33]([OH:34])[C@H:28]([OH:29])[C@H:23]1[OH:24]. (3) Given the reactants [CH2:1]([N:4]([CH2:19][CH2:20][CH3:21])[CH2:5][CH2:6][CH2:7][CH2:8][NH:9][CH2:10][C:11]1[CH:18]=[CH:17][C:14]([CH2:15][NH2:16])=[CH:13][CH:12]=1)[CH2:2][CH3:3].[ClH:22].CO, predict the reaction product. The product is: [ClH:22].[CH2:19]([N:4]([CH2:1][CH2:2][CH3:3])[CH2:5][CH2:6][CH2:7][CH2:8][NH:9][CH2:10][C:11]1[CH:12]=[CH:13][C:14]([CH2:15][NH2:16])=[CH:17][CH:18]=1)[CH2:20][CH3:21]. (4) Given the reactants Br[C:2]1[CH:7]=[CH:6][C:5]([C:8]2[N:12]([CH2:13][C@@H:14]3[CH2:18][CH2:17][N:16]([C:19]([CH:21]4[CH2:23][CH2:22]4)=[O:20])[CH2:15]3)[C:11]3[CH:24]=[C:25]([C:28]#[N:29])[CH:26]=[CH:27][C:10]=3[N:9]=2)=[CH:4][CH:3]=1.CC1(C)C(C)(C)OB([C:38]2[CH:39]=[C:40]3[C:44](=[CH:45][CH:46]=2)[NH:43][CH:42]=[CH:41]3)O1.C(=O)([O-])[O-].[K+].[K+], predict the reaction product. The product is: [CH:21]1([C:19]([N:16]2[CH2:17][CH2:18][C@@H:14]([CH2:13][N:12]3[C:11]4[CH:24]=[C:25]([C:28]#[N:29])[CH:26]=[CH:27][C:10]=4[N:9]=[C:8]3[C:5]3[CH:6]=[CH:7][C:2]([C:38]4[CH:39]=[C:40]5[C:44](=[CH:45][CH:46]=4)[NH:43][CH:42]=[CH:41]5)=[CH:3][CH:4]=3)[CH2:15]2)=[O:20])[CH2:22][CH2:23]1. (5) The product is: [C:32]1([O:31][C:29]([N:9]2[CH2:10][CH2:11][C:12]3[C:17](=[CH:16][C:15]([O:18][CH3:19])=[C:14]([O:20][CH3:21])[CH:13]=3)[CH:8]2[CH2:7][C:4]2[CH:3]=[CH:2][C:1]([C:22]3[CH:27]=[CH:26][CH:25]=[CH:24][CH:23]=3)=[CH:6][CH:5]=2)=[O:30])[CH:37]=[CH:36][CH:35]=[CH:34][CH:33]=1.[CH2:42]([O:41][C:39]([N:9]1[CH2:10][CH2:11][C:12]2[C:17](=[CH:16][C:15]([O:18][CH3:19])=[C:14]([O:20][CH3:21])[CH:13]=2)[CH:8]1[CH2:7][C:4]1[CH:3]=[CH:2][C:1]([C:22]2[CH:27]=[CH:26][CH:25]=[CH:24][CH:23]=2)=[CH:6][CH:5]=1)=[O:40])[C:43]1[CH:48]=[CH:47][CH:46]=[CH:45][CH:44]=1.[C:1]1([C:22]2[CH:27]=[CH:26][CH:25]=[CH:24][CH:23]=2)[CH:2]=[CH:3][C:4]([CH2:7][CH:8]2[C:17]3[C:12](=[CH:13][C:14]([O:20][CH3:21])=[C:15]([O:18][CH3:19])[CH:16]=3)[CH2:11][CH2:10][N:9]2[C:56](=[O:57])[CH2:55][C:49]2[CH:54]=[CH:53][CH:52]=[CH:51][CH:50]=2)=[CH:5][CH:6]=1. Given the reactants [C:1]1([C:22]2[CH:27]=[CH:26][CH:25]=[CH:24][CH:23]=2)[CH:6]=[CH:5][C:4]([CH2:7][CH:8]2[C:17]3[C:12](=[CH:13][C:14]([O:20][CH3:21])=[C:15]([O:18][CH3:19])[CH:16]=3)[CH2:11][CH2:10][NH:9]2)=[CH:3][CH:2]=1.Cl[C:29]([O:31][C:32]1[CH:37]=[CH:36][CH:35]=[CH:34][CH:33]=1)=[O:30].Cl[C:39]([O:41][CH2:42][C:43]1[CH:48]=[CH:47][CH:46]=[CH:45][CH:44]=1)=[O:40].[C:49]1([CH2:55][C:56](Cl)=[O:57])[CH:54]=[CH:53][CH:52]=[CH:51][CH:50]=1, predict the reaction product. (6) The product is: [Cl:1][C:2]1[CH:7]=[C:6]([Cl:8])[CH:5]=[CH:4][C:3]=1[C:9]1[N:10]([C:20]2[CH:21]=[CH:22][C:23]([O:26][CH3:27])=[CH:24][CH:25]=2)[C:11]([CH3:19])=[C:12]([C:14]([OH:16])=[O:15])[N:13]=1. Given the reactants [Cl:1][C:2]1[CH:7]=[C:6]([Cl:8])[CH:5]=[CH:4][C:3]=1[C:9]1[N:10]([C:20]2[CH:25]=[CH:24][C:23]([O:26][CH3:27])=[CH:22][CH:21]=2)[C:11]([CH3:19])=[C:12]([C:14]([O:16]CC)=[O:15])[N:13]=1.[Li+].[OH-].O.Cl, predict the reaction product. (7) Given the reactants [CH3:1][C:2]1[CH:3]=[C:4]2[C:9](=[C:10]([NH2:12])[CH:11]=1)[N:8]=[CH:7][CH:6]=[CH:5]2.[C:13]1([S:19](Cl)(=[O:21])=[O:20])[CH:18]=[CH:17][CH:16]=[CH:15][CH:14]=1, predict the reaction product. The product is: [CH3:1][C:2]1[CH:3]=[C:4]2[C:9](=[C:10]([NH:12][S:19]([C:13]3[CH:18]=[CH:17][CH:16]=[CH:15][CH:14]=3)(=[O:21])=[O:20])[CH:11]=1)[N:8]=[CH:7][CH:6]=[CH:5]2. (8) Given the reactants [C:1]([O:5][C:6](=[O:16])[NH:7][C@@H:8]([C:10]1([OH:15])[CH2:14][CH:13]=[CH:12][CH2:11]1)[CH3:9])([CH3:4])([CH3:3])[CH3:2], predict the reaction product. The product is: [C:1]([O:5][C:6](=[O:16])[NH:7][C@@H:8]([C:10]1([OH:15])[CH2:14][CH2:13][CH2:12][CH2:11]1)[CH3:9])([CH3:2])([CH3:3])[CH3:4].